From a dataset of Forward reaction prediction with 1.9M reactions from USPTO patents (1976-2016). Predict the product of the given reaction. (1) Given the reactants [O:1]=[C:2]1[C:11]2[C:10]([C:12]([F:15])([F:14])[F:13])=[CH:9][CH:8]=[CH:7][C:6]=2[C@H]2CN(C(OC(C)(C)C)=O)[CH2:18][C@H:4]2[NH:3]1.Cl.O1CCO[CH2:29][CH2:28]1, predict the reaction product. The product is: [CH2:28]([N:3]([CH2:4][CH3:18])[C:2](=[O:1])[C:11]1[CH:6]=[CH:7][CH:8]=[CH:9][C:10]=1[C:12]([F:13])([F:14])[F:15])[CH3:29]. (2) Given the reactants [CH2:1]([O:8][C:9]([C:18]1[CH:23]=[CH:22][C:21]([N:24]2[CH2:29][CH2:28][N:27]([C:30](=[O:33])[CH2:31]Br)[CH2:26][CH2:25]2)=[C:20](/[CH:34]=[CH:35]\[CH3:36])[CH:19]=1)([C:14]([F:17])([F:16])[F:15])[C:10]([F:13])([F:12])[F:11])[C:2]1[CH:7]=[CH:6][CH:5]=[CH:4][CH:3]=1.[O:37]1[C:41]2[CH:42]=[C:43]([C:46]3([CH3:53])[NH:50][C:49](=[O:51])[NH:48][C:47]3=[O:52])[CH:44]=[CH:45][C:40]=2[CH2:39][CH2:38]1, predict the reaction product. The product is: [CH2:1]([O:8][C:9]([C:18]1[CH:23]=[CH:22][C:21]([N:24]2[CH2:29][CH2:28][N:27]([C:30](=[O:33])[CH2:31][N:48]3[C:47](=[O:52])[C:46]([C:43]4[CH:44]=[CH:45][C:40]5[CH2:39][CH2:38][O:37][C:41]=5[CH:42]=4)([CH3:53])[NH:50][C:49]3=[O:51])[CH2:26][CH2:25]2)=[C:20]([CH:34]=[CH:35][CH3:36])[CH:19]=1)([C:14]([F:17])([F:16])[F:15])[C:10]([F:13])([F:12])[F:11])[C:2]1[CH:7]=[CH:6][CH:5]=[CH:4][CH:3]=1. (3) Given the reactants [CH3:1][C@H:2]1[CH2:7][O:6][CH2:5][CH2:4][N:3]1[C:8]1[N:13]=[C:12]([C:14]2[CH:19]=[CH:18][C:17]([NH:20][C:21]([O:23]C3C=CC=CC=3)=O)=[CH:16][CH:15]=2)[N:11]=[C:10]([C:30]([O:32][CH3:33])=[O:31])[CH:9]=1.C(N(CC)CC)C.[CH:41]1([NH2:44])[CH2:43][CH2:42]1, predict the reaction product. The product is: [CH:41]1([NH:44][C:21]([NH:20][C:17]2[CH:18]=[CH:19][C:14]([C:12]3[N:11]=[C:10]([C:30]([O:32][CH3:33])=[O:31])[CH:9]=[C:8]([N:3]4[CH2:4][CH2:5][O:6][CH2:7][C@@H:2]4[CH3:1])[N:13]=3)=[CH:15][CH:16]=2)=[O:23])[CH2:43][CH2:42]1. (4) Given the reactants [F:1][C:2]1[CH:7]=[C:6]([C:8]([O:10][CH3:11])=[O:9])[CH:5]=[CH:4][C:3]=1B(O)O.FC(F)(F)S(O[C:21]1[CH:22]=[C:23]2[C:28](=[CH:29][CH:30]=1)[C:27](=[O:31])[N:26]([C@@H:32]1[CH2:36][CH2:35][N:34]([CH2:37][C:38]3[CH:43]=[CH:42][CH:41]=[CH:40][CH:39]=3)[CH2:33]1)[CH2:25][CH2:24]2)(=O)=O, predict the reaction product. The product is: [CH2:37]([N:34]1[CH2:35][CH2:36][C@@H:32]([N:26]2[CH2:25][CH2:24][C:23]3[C:28](=[CH:29][CH:30]=[C:21]([C:3]4[CH:4]=[CH:5][C:6]([C:8]([O:10][CH3:11])=[O:9])=[CH:7][C:2]=4[F:1])[CH:22]=3)[C:27]2=[O:31])[CH2:33]1)[C:38]1[CH:43]=[CH:42][CH:41]=[CH:40][CH:39]=1.